Dataset: Reaction yield outcomes from USPTO patents with 853,638 reactions. Task: Predict the reaction yield, written as a fraction of the theoretical maximum amount of product (1.0 means a 100% yield; for example, 0.34 means a 34% yield). (1) The reactants are [CH3:1][C:2](C)([O-])C.[K+].[O:7]=[C:8]1[CH2:13][CH2:12][N:11]([C:14]([O:16][C:17]([CH3:20])([CH3:19])[CH3:18])=[O:15])[CH2:10][CH2:9]1.[I-].ClCC[S+](C)C.O. The catalyst is C(O)(C)(C)C. The product is [O:7]=[C:8]1[C:9]2([CH2:2][CH2:1]2)[CH2:10][N:11]([C:14]([O:16][C:17]([CH3:20])([CH3:19])[CH3:18])=[O:15])[CH2:12][CH2:13]1. The yield is 0.203. (2) The reactants are [C:1]1([CH:7]([C:9]2[CH:14]=[CH:13][CH:12]=[C:11]([O:15][C:16]([F:19])([F:18])[F:17])[CH:10]=2)O)[CH:6]=[CH:5][CH:4]=[CH:3][CH:2]=1.S(Cl)([Cl:22])=O. The yield is 0.440. The product is [Cl:22][CH:7]([C:1]1[CH:6]=[CH:5][CH:4]=[CH:3][CH:2]=1)[C:9]1[CH:14]=[CH:13][CH:12]=[C:11]([O:15][C:16]([F:19])([F:18])[F:17])[CH:10]=1. No catalyst specified.